From a dataset of Full USPTO retrosynthesis dataset with 1.9M reactions from patents (1976-2016). Predict the reactants needed to synthesize the given product. Given the product [NH:26]1[C:27]2[C:23](=[CH:22][C:21]([C:8]3[C:6]4=[N:7][C:2]([C:34]5[CH:35]=[C:36]([O:40][CH3:41])[C:37]([O:38][CH3:39])=[C:32]([O:31][CH3:30])[CH:33]=5)=[CH:3][N:4]=[C:5]4[NH:10][CH:9]=3)=[CH:29][CH:28]=2)[CH:24]=[CH:25]1, predict the reactants needed to synthesize it. The reactants are: Br[C:2]1[N:7]=[C:6]2[C:8]([C:21]3[CH:22]=[C:23]4[C:27](=[CH:28][CH:29]=3)[NH:26][CH:25]=[CH:24]4)=[CH:9][N:10](S(C3C=CC(C)=CC=3)(=O)=O)[C:5]2=[N:4][CH:3]=1.[CH3:30][O:31][C:32]1[CH:33]=[C:34](B(O)O)[CH:35]=[C:36]([O:40][CH3:41])[C:37]=1[O:38][CH3:39].C([O-])([O-])=O.[Na+].[Na+].